This data is from Catalyst prediction with 721,799 reactions and 888 catalyst types from USPTO. The task is: Predict which catalyst facilitates the given reaction. The catalyst class is: 2. Product: [CH3:1][O:2][C:3](=[O:20])[CH2:4][CH2:5][C:6]1[CH:11]=[CH:10][C:9]([O:12][CH2:13][CH2:14][C@@H:15]([O:18][S:22]([CH3:21])(=[O:24])=[O:23])[CH2:16][CH3:17])=[CH:8][C:7]=1[CH3:19]. Reactant: [CH3:1][O:2][C:3](=[O:20])[CH2:4][CH2:5][C:6]1[CH:11]=[CH:10][C:9]([O:12][CH2:13][CH2:14][C@@H:15]([OH:18])[CH2:16][CH3:17])=[CH:8][C:7]=1[CH3:19].[CH3:21][S:22](Cl)(=[O:24])=[O:23].